Predict which catalyst facilitates the given reaction. From a dataset of Catalyst prediction with 721,799 reactions and 888 catalyst types from USPTO. Reactant: CO[C:3]([C:5]1[C:6]([OH:38])=[C:7]2[C:12](=[C:13]([C:15]3[CH:16]=[N:17][C:18]([O:21][CH2:22][CH3:23])=[N:19][CH:20]=3)[N:14]=1)[N:11](CC1CCCCC1)[C:10](=[O:31])[C:9]([C:32]1[CH:37]=[CH:36][CH:35]=[CH:34][CH:33]=1)=[CH:8]2)=[O:4].[NH2:39][CH2:40][CH2:41][C:42]([OH:44])=[O:43].C[O-].[Na+]. Product: [CH:32]1([CH2:9][N:14]2[C:13]([C:15]3[CH:20]=[N:19][C:18]([O:21][CH2:22][CH3:23])=[N:17][CH:16]=3)=[C:12]3[C:7](=[CH:8][CH:9]([C:32]4[CH:37]=[CH:36][CH:35]=[CH:34][CH:33]=4)[C:10](=[O:31])[NH:11]3)[C:6]([OH:38])=[C:5]2[C:3]([NH:39][CH2:40][CH2:41][C:42]([OH:44])=[O:43])=[O:4])[CH2:37][CH2:36][CH2:35][CH2:34][CH2:33]1. The catalyst class is: 250.